From a dataset of Catalyst prediction with 721,799 reactions and 888 catalyst types from USPTO. Predict which catalyst facilitates the given reaction. (1) Reactant: [CH3:1][N:2]1[CH2:10][C:9]2[C:8]([N:11]3[CH2:16][CH2:15][O:14][CH2:13][C@@H:12]3[CH3:17])=[N:7][C:6]([C:18]3[CH:23]=[CH:22][C:21]([NH:24][C:25](=[O:33])OC4C=CC=CC=4)=[CH:20][CH:19]=3)=[N:5][C:4]=2[CH2:3]1.CCN(CC)CC.[NH2:41][CH2:42][CH2:43][CH2:44][OH:45]. Product: [OH:45][CH2:44][CH2:43][CH2:42][NH:41][C:25]([NH:24][C:21]1[CH:20]=[CH:19][C:18]([C:6]2[N:7]=[C:8]([N:11]3[CH2:16][CH2:15][O:14][CH2:13][C@@H:12]3[CH3:17])[C:9]3[CH2:10][N:2]([CH3:1])[CH2:3][C:4]=3[N:5]=2)=[CH:23][CH:22]=1)=[O:33]. The catalyst class is: 3. (2) Reactant: C(OC([N:8]1[CH2:12][C@@H:11]([CH2:13][O:14][C:15]2[CH:20]=[CH:19][CH:18]=[C:17]([Cl:21])[CH:16]=2)[CH2:10][C@H:9]1[C:22]([O:24]C(C)(C)C)=[O:23])=O)(C)(C)C. Product: [Cl:21][C:17]1[CH:16]=[C:15]([CH:20]=[CH:19][CH:18]=1)[O:14][CH2:13][C@@H:11]1[CH2:12][NH:8][C@H:9]([C:22]([OH:24])=[O:23])[CH2:10]1. The catalyst class is: 89. (3) Reactant: [Sn](Cl)Cl.[CH3:4][C:5]1[C:12]([CH3:13])=[C:11]([N+:14]([O-])=O)[CH:10]=[CH:9][C:6]=1[C:7]#[N:8]. Product: [NH2:14][C:11]1[CH:10]=[CH:9][C:6]([C:7]#[N:8])=[C:5]([CH3:4])[C:12]=1[CH3:13]. The catalyst class is: 8.